The task is: Predict the reactants needed to synthesize the given product.. This data is from Retrosynthesis with 50K atom-mapped reactions and 10 reaction types from USPTO. (1) Given the product COc1ccc(N(C)c2ccc(CNC(=O)C3(NC(=O)c4cncnc4)CC3)cc2)c(C)c1, predict the reactants needed to synthesize it. The reactants are: COc1ccc(N(C)c2ccc(CN)cc2)c(C)c1.O=C(NC1(C(=O)O)CC1)c1cncnc1. (2) Given the product CCOC(=O)C=Cc1ccnc(-c2cc(OC)c(OC)c(OC)c2)c1, predict the reactants needed to synthesize it. The reactants are: CCOC(=O)CP(=O)(OCC)OCC.COc1cc(-c2cc(C=O)ccn2)cc(OC)c1OC. (3) The reactants are: CC(C)(C)OC(=O)N1CCC(CCO)CC1.CC(C)(C)c1cc(N)n(-c2ccc(O)cc2)n1. Given the product CC(C)(C)OC(=O)N1CCC(CCOc2ccc(-n3nc(C(C)(C)C)cc3N)cc2)CC1, predict the reactants needed to synthesize it. (4) Given the product CCOc1cccc(Oc2ccc([N+](=O)[O-])cc2)c1, predict the reactants needed to synthesize it. The reactants are: CCOc1cccc(O)c1.O=[N+]([O-])c1ccc(F)cc1. (5) Given the product CCCN1CCCC(C(=O)NCCNC(=O)c2cn(-c3ccccc3)nc2C(F)(F)F)C1, predict the reactants needed to synthesize it. The reactants are: CCC=O.O=C(NCCNC(=O)C1CCCNC1)c1cn(-c2ccccc2)nc1C(F)(F)F. (6) Given the product COC(=O)c1cc([N+](=O)[O-])c(OCc2ccccc2)cc1C, predict the reactants needed to synthesize it. The reactants are: BrCc1ccccc1.COC(=O)c1cc([N+](=O)[O-])c(O)cc1C. (7) The reactants are: CCOC(=O)C1CCOc2cc(Oc3ccc(C(=O)O)cc3)c(Cl)cc21.NCC1Cc2ccccc2C1. Given the product CCOC(=O)C1CCOc2cc(Oc3ccc(C(=O)NCC4Cc5ccccc5C4)cc3)c(Cl)cc21, predict the reactants needed to synthesize it.